Dataset: Experimentally validated miRNA-target interactions with 360,000+ pairs, plus equal number of negative samples. Task: Binary Classification. Given a miRNA mature sequence and a target amino acid sequence, predict their likelihood of interaction. (1) The miRNA is mmu-miR-680 with sequence GGGCAUCUGCUGACAUGGGGG. The protein sequence of the target gene is MSSKKAKTKTTKKRPQRATSNVFAMFDQSQIQEFKEAFNMIDQNRDGFIDKEDLHDMLASLGKNPTDAYLDAMMNEAPGRINFTMFLTMFGEKLNGTDPEDVIRNAFACFDEEATGTIQEDYLRELLTTMGDRFTDEEVDELYREAPIDKKGNFNYIEFTRILKHGAKDKDD. Result: 0 (no interaction). (2) Result: 1 (interaction). The protein sequence of the target gene is MDMMLLVQGACCSNQWLAAVLLSLCCLLPSCLPAGQSVDFPWAAVDNMMVRKGDTAVLRCYLEDGASKGAWLNRSSIIFAGGDKWSVDPRVSISTLNKRDYSLQIQNVDVTDDGPYTCSVQTQHTPRTMQVHLTVQVPPKIYDISNDMTVNEGTNVTLTCLATGKPEPSISWRHISPSAKPFENGQYLDIYGITRDQAGEYECSAENDVSFPDVRKVKVVVNFAPTIQEIKSGTVTPGRSGLIRCEGAGVPPPAFEWYKGEKKLFNGQQGIIIQNFSTRSILTVTNVTQEHFGNYTCVAA.... The miRNA is hsa-miR-4659a-3p with sequence UUUCUUCUUAGACAUGGCAACG. (3) The protein sequence of the target gene is MSATRAKKVKMATKSCPECDQQVPVACKSCPCGYIFISRKLLNAKHSEKSPPSTENKHEAKRRRTERVRREKINSTVNKDLENRKRSRSNSHSDHIRRGRGRPKSASAKKHEEEREKQEKEIDIYANLSDEKAFVFSVALAEINRKIINQRLIL. The miRNA is hsa-miR-4668-5p with sequence AGGGAAAAAAAAAAGGAUUUGUC. Result: 0 (no interaction). (4) The miRNA is hsa-miR-548x-5p with sequence UGCAAAAGUAAUUGCAGUUUUUG. The protein sequence of the target gene is MAAFGLLSYEQRPLKRPRLGPPDVYPQDPKQKEDELTAVNVKQGFNNQPAFTGDEHGSARNIVINPSKIGAYFSSILAEKLKLNTFQDTGKKKPQVNAKDNYWLVTARSQSAIHSWFSDLAGNKPLSILAKKVPILSKKEDVFAYLAKYSVPMVRATWLIKMTCAYYSAISEAKIKKRQAPDPNLEWTQISTRYLREQLAKISDFYHMASSTGDGPVPVPPEVEQAMKQWEYNEKLAFHMFQEGMLEKHEYLTWILDVLEKIRPMDDDLLKLLLPLMLQYSDEFVQSAYLSRRLAYFCAR.... Result: 1 (interaction). (5) Result: 0 (no interaction). The miRNA is hsa-miR-181d-3p with sequence CCACCGGGGGAUGAAUGUCAC. The protein sequence of the target gene is MAHEAMEYDVQVQLNHAEQQPAPAGMASSQGGPALLQPVPADVVSSQGVPSILQPAPAEVISSQATPPLLQPAPQLSVDLTEVEVLGEDTVENINPRTSEQHRQGSDGNHTIPASSLHSMTNFISGLQRLHGMLEFLRPSSSNHSVGPMRTRRRVSASRRARAGGSQRTDSARLRAPLDAYFQVSRTQPDLPATTYDSETRNPVSEELQVSSSSDSDSDSSAEYGGVVDQAEESGAVILEEQLAGVSAEQEVTCIDGGKTLPKQPSPQKSEPLLPSASMDEEEGDTCTICLEQWTNAGDH....